From a dataset of Reaction yield outcomes from USPTO patents with 853,638 reactions. Predict the reaction yield, written as a fraction of the theoretical maximum amount of product (1.0 means a 100% yield; for example, 0.34 means a 34% yield). (1) The reactants are [CH3:1][O:2][C:3]([C:5]1[C:14]2[C:9](=[CH:10][CH:11]=[CH:12][CH:13]=2)[N:8]=[C:7]([C:15]2[CH:20]=[CH:19][CH:18]=[CH:17][CH:16]=2)[C:6]=1[CH2:21]Br)=[O:4].[CH2:23]1[CH:28]([NH:29][C:30]([O:32][CH2:33][CH:34]2[C:46]3[C:41](=[CH:42][CH:43]=[CH:44][CH:45]=3)[C:40]3[C:35]2=[CH:36][CH:37]=[CH:38][CH:39]=3)=[O:31])[CH2:27][CH2:26][NH:25][CH2:24]1.Cl.C(N(C(C)C)CC)(C)C.[F-].[K+]. The catalyst is C1COCC1. The product is [CH3:1][O:2][C:3]([C:5]1[C:14]2[C:9](=[CH:10][CH:11]=[CH:12][CH:13]=2)[N:8]=[C:7]([C:15]2[CH:20]=[CH:19][CH:18]=[CH:17][CH:16]=2)[C:6]=1[CH2:21][N:25]1[CH2:26][CH2:27][CH:28]([NH:29][C:30]([O:32][CH2:33][CH:34]2[C:46]3[CH:45]=[CH:44][CH:43]=[CH:42][C:41]=3[C:40]3[C:35]2=[CH:36][CH:37]=[CH:38][CH:39]=3)=[O:31])[CH2:23][CH2:24]1)=[O:4]. The yield is 0.739. (2) The product is [Br:1][C:2]1[CH:3]=[CH:4][C:5]2[O:14][CH2:13][CH2:12][N:11]3[C:7](=[N:8][C:9]([C:21]([OH:23])=[O:22])=[CH:10]3)[C:6]=2[CH:16]=1. The yield is 0.740. The reactants are [Br:1][C:2]1[CH:3]=[CH:4][C:5]2[O:14][CH2:13][CH2:12][N:11]3[C:7](=[N:8][C:9](I)=[CH:10]3)[C:6]=2[CH:16]=1.CC[Mg+].[Br-].[C:21](=[O:23])=[O:22].Cl. The catalyst is O1CCCC1. (3) The reactants are [CH3:1][C:2]1[C:3]([C:10]([O:12][CH3:13])=[O:11])=[CH:4][S:5][C:6]=1[N+:7]([O-])=O.C([SiH](CC)CC)C. The catalyst is CCOC(C)=O.[Pd]. The product is [NH2:7][C:6]1[S:5][CH:4]=[C:3]([C:10]([O:12][CH3:13])=[O:11])[C:2]=1[CH3:1]. The yield is 0.581. (4) The reactants are [CH3:1][O:2][C:3]1[CH:8]=[CH:7][C:6]([C:9](=O)[CH2:10][C:11]([O:13][CH2:14][CH3:15])=[O:12])=[CH:5][CH:4]=1.COC(OC)[N:20]([CH3:22])C.Cl.[C:26]([NH:30]N)([CH3:29])([CH3:28])[CH3:27]. The catalyst is C1(C)C=CC=CC=1. The product is [C:26]([N:30]1[C:9]([C:6]2[CH:7]=[CH:8][C:3]([O:2][CH3:1])=[CH:4][CH:5]=2)=[C:10]([C:11]([O:13][CH2:14][CH3:15])=[O:12])[CH:22]=[N:20]1)([CH3:29])([CH3:28])[CH3:27]. The yield is 0.701. (5) The reactants are C[N:2]([CH2:10][C:11]1[CH:15]=[C:14]([C:16]2[CH:21]=[CH:20][CH:19]=[CH:18][CH:17]=2)[NH:13][CH:12]=1)[C:3](=O)OC(C)(C)C.[H-].[Na+].[CH3:24][O:25][C:26]1[CH:27]=[C:28]([S:32]([Cl:35])(=[O:34])=[O:33])[CH:29]=[CH:30][CH:31]=1. No catalyst specified. The yield is 0.680. The product is [ClH:35].[CH3:24][O:25][C:26]1[CH:27]=[C:28]([S:32]([N:13]2[C:14]([C:16]3[CH:17]=[CH:18][CH:19]=[CH:20][CH:21]=3)=[CH:15][C:11]([CH2:10][NH:2][CH3:3])=[CH:12]2)(=[O:34])=[O:33])[CH:29]=[CH:30][CH:31]=1. (6) The reactants are [CH2:1]([C:8]1[CH2:12][CH2:11][CH:10](O)[CH:9]=1)[C:2]1[CH:7]=[CH:6][CH:5]=[CH:4][CH:3]=1.CCCCCC.[H-].[Na+].[Cl:22][C:23]([Cl:27])([Cl:26])[C:24]#[N:25].CC[O:30]CC. The catalyst is C1(C)C(C)=CC=CC=1. The product is [CH2:1]([C:8]1([NH:25][C:24](=[O:30])[C:23]([Cl:27])([Cl:26])[Cl:22])[CH2:12][CH2:11][CH:10]=[CH:9]1)[C:2]1[CH:7]=[CH:6][CH:5]=[CH:4][CH:3]=1. The yield is 0.330. (7) The product is [C:1]([C:5]1[NH:6][C:7]2[C:12]([CH:13]=1)=[CH:11][C:10]([N+:14]([O-:16])=[O:15])=[CH:9][C:21]=2[C:22]([OH:19])=[O:23])([CH3:4])([CH3:3])[CH3:2]. The yield is 0.770. The reactants are [C:1]([C:5]1[NH:6][C:7]2[C:12]([CH:13]=1)=[CH:11][C:10]([N+:14]([O-:16])=[O:15])=[CH:9]C=2C#N)([CH3:4])([CH3:3])[CH3:2].[OH-:19].[K+].[CH3:21][CH2:22][OH:23]. No catalyst specified.